From a dataset of Reaction yield outcomes from USPTO patents with 853,638 reactions. Predict the reaction yield, written as a fraction of the theoretical maximum amount of product (1.0 means a 100% yield; for example, 0.34 means a 34% yield). (1) The reactants are [CH3:1][N:2]1[CH:6]=[CH:5][N:4]=[C:3]1[CH:7]1[C:12]2=[N:13][NH:14][C:15](=[O:20])[C:16]3[CH:17]=[CH:18][CH:19]=[C:10]([C:11]=32)[NH:9][CH:8]1[C:21]1[CH:28]=[CH:27][C:24]([CH:25]=O)=[CH:23][CH:22]=1.[C:29](O)(=O)C.[BH3-][C:34]#[N:35].[Na+]. The catalyst is C(#N)C. The product is [CH3:29][N:35]([CH2:25][C:24]1[CH:27]=[CH:28][C:21]([CH:8]2[NH:9][C:10]3[C:11]4[C:12](=[N:13][NH:14][C:15](=[O:20])[C:16]=4[CH:17]=[CH:18][CH:19]=3)[CH:7]2[C:3]2[N:2]([CH3:1])[CH:6]=[CH:5][N:4]=2)=[CH:22][CH:23]=1)[CH3:34]. The yield is 0.340. (2) The reactants are C[O:2][C:3]([C:5]1[N:6]([CH2:42][CH3:43])[CH:7]=[C:8]([NH:10][C:11]([C@H:13]2[C@H:17]([C:18]3[CH:23]=[CH:22][CH:21]=[C:20]([Cl:24])[C:19]=3[F:25])[C@:16]([C:28]3[CH:33]=[CH:32][C:31]([Cl:34])=[CH:30][C:29]=3[F:35])([C:26]#[N:27])[C@H:15]([CH2:36][C:37]([CH3:40])([CH3:39])[CH3:38])[N:14]2[CH3:41])=[O:12])[CH:9]=1)=[O:4].[Li+].[OH-]. The catalyst is C1COCC1.CO.O. The product is [Cl:24][C:20]1[C:19]([F:25])=[C:18]([C@@H:17]2[C@:16]([C:28]3[CH:33]=[CH:32][C:31]([Cl:34])=[CH:30][C:29]=3[F:35])([C:26]#[N:27])[C@H:15]([CH2:36][C:37]([CH3:40])([CH3:39])[CH3:38])[N:14]([CH3:41])[C@H:13]2[C:11]([NH:10][C:8]2[CH:9]=[C:5]([C:3]([OH:4])=[O:2])[N:6]([CH2:42][CH3:43])[CH:7]=2)=[O:12])[CH:23]=[CH:22][CH:21]=1. The yield is 0.206. (3) The reactants are Cl.[NH:2]1[CH2:7][CH2:6][C:5](=[CH:8][C:9]2[CH:10]=[C:11]([CH:23]=[CH:24][CH:25]=2)[O:12][C:13]2[CH:18]=[CH:17][C:16]([C:19]([F:22])([F:21])[F:20])=[CH:15][N:14]=2)[CH2:4][CH2:3]1.[C:26]1([N:32]=[C:33]=[O:34])[CH:31]=[CH:30][CH:29]=[CH:28][CH:27]=1.C(N(C(C)C)CC)(C)C.C([O-])([O-])=O.[K+].[K+]. The catalyst is ClCCl. The product is [C:26]1([NH:32][C:33]([N:2]2[CH2:7][CH2:6][C:5](=[CH:8][C:9]3[CH:25]=[CH:24][CH:23]=[C:11]([O:12][C:13]4[CH:18]=[CH:17][C:16]([C:19]([F:22])([F:20])[F:21])=[CH:15][N:14]=4)[CH:10]=3)[CH2:4][CH2:3]2)=[O:34])[CH:31]=[CH:30][CH:29]=[CH:28][CH:27]=1. The yield is 0.220. (4) The catalyst is C1COCC1. The reactants are [H-].[H-].[H-].[H-].[Li+].[Al+3].[CH2:7]([C:11]1[CH:18]=[CH:17][CH:16]=[CH:15][C:12]=1[C:13]#[N:14])[CH2:8][CH:9]=[CH2:10]. The product is [CH2:7]([C:11]1[CH:18]=[CH:17][CH:16]=[CH:15][C:12]=1[CH2:13][NH2:14])[CH2:8][CH:9]=[CH2:10]. The yield is 0.292. (5) The reactants are [NH2:1][C:2]1[S:6][C:5]([C:7]2[CH:12]=[CH:11][CH:10]=[CH:9][CH:8]=2)=[N:4][C:3]=1[C:13]([O:15][CH2:16][CH3:17])=[O:14].[CH3:18][C:19]([O:22][C:23](O[C:23]([O:22][C:19]([CH3:21])([CH3:20])[CH3:18])=[O:24])=[O:24])([CH3:21])[CH3:20]. The catalyst is CC#N.CN(C1C=CN=CC=1)C. The product is [C:19]([O:22][C:23]([NH:1][C:2]1[S:6][C:5]([C:7]2[CH:12]=[CH:11][CH:10]=[CH:9][CH:8]=2)=[N:4][C:3]=1[C:13]([O:15][CH2:16][CH3:17])=[O:14])=[O:24])([CH3:21])([CH3:20])[CH3:18]. The yield is 0.950.